This data is from Forward reaction prediction with 1.9M reactions from USPTO patents (1976-2016). The task is: Predict the product of the given reaction. (1) Given the reactants C(O[C:4]([C:6]1[CH:7]=[C:8]([CH2:16][CH2:17][O:18][CH3:19])[N:9]2[C:14]=1[C:13]([CH3:15])=[CH:12][CH:11]=[CH:10]2)=[O:5])C.Cl.[NH2:21][CH2:22][C:23]1([OH:31])[CH2:28][CH2:27][CH2:26][C:25]([F:30])([F:29])[CH2:24]1, predict the reaction product. The product is: [F:29][C:25]1([F:30])[CH2:26][CH2:27][CH2:28][C:23]([CH2:22][NH:21][C:4]([C:6]2[CH:7]=[C:8]([CH2:16][CH2:17][O:18][CH3:19])[N:9]3[C:14]=2[C:13]([CH3:15])=[CH:12][CH:11]=[CH:10]3)=[O:5])([OH:31])[CH2:24]1. (2) Given the reactants [OH:1][C@H:2]1[C:6]([CH3:8])([CH3:7])[CH2:5][O:4][C:3]1=[O:9].C(NC(C)C)(C)C.[C:17](Cl)(=[O:20])[CH:18]=[CH2:19].Cl, predict the reaction product. The product is: [C:17]([O:1][C@H:2]1[C:6]([CH3:8])([CH3:7])[CH2:5][O:4][C:3]1=[O:9])(=[O:20])[CH:18]=[CH2:19]. (3) Given the reactants C[O:2][C:3](=[O:16])[C@H:4]([O:6][C:7]1[CH:12]=[CH:11][C:10]([C:13]#[N:14])=[C:9]([F:15])[CH:8]=1)[CH3:5].[OH-].[Li+], predict the reaction product. The product is: [C:13]([C:10]1[CH:11]=[CH:12][C:7]([O:6][C@H:4]([CH3:5])[C:3]([OH:16])=[O:2])=[CH:8][C:9]=1[F:15])#[N:14]. (4) The product is: [CH3:32][C:30]1[N:29]([CH3:33])[C:17]([NH:18][C:19](=[O:49])[CH3:14])=[CH:16][N:31]=1. Given the reactants FC(F)(F)C1C=C(C=C(C(F)(F)F)C=1)CN(C[C:14]1C=[C:16]2[N:31]=[C:30]([CH3:32])[N:29]([CH3:33])[C:17]2=[N:18][C:19]=1N(CC1CC1)CC1CC1)C1N=NNN=1.[H-].[Na+].CI.C(OCC)(=[O:49])C, predict the reaction product. (5) The product is: [ClH:30].[CH3:24][N:19]1[CH:20]=[CH:21][C:22](=[O:23])[N:17]([C:14]2[CH:15]=[CH:16][C:11]([CH2:10][C@@H:9]([C:26]([O:28][CH3:29])=[O:27])[NH2:8])=[N:12][CH:13]=2)[C:18]1=[O:25]. Given the reactants C(OC([NH:8][C@H:9]([C:26]([O:28][CH3:29])=[O:27])[CH2:10][C:11]1[CH:16]=[CH:15][C:14]([N:17]2[C:22](=[O:23])[CH:21]=[CH:20][N:19]([CH3:24])[C:18]2=[O:25])=[CH:13][N:12]=1)=O)(C)(C)C.[ClH:30].C(OCC)(=O)C, predict the reaction product. (6) Given the reactants [Cl:1][C:2]1[C:3]([NH:18][C:19]2[CH:24]=[CH:23][CH:22]=[CH:21][C:20]=2[S:25]([NH:28][CH3:29])(=[O:27])=[O:26])=[N:4][C:5]([NH:8][C:9]2[CH:14]=[CH:13][CH:12]=[C:11]([N+:15]([O-])=O)[CH:10]=2)=[N:6][CH:7]=1, predict the reaction product. The product is: [NH2:15][C:11]1[CH:10]=[C:9]([NH:8][C:5]2[N:4]=[C:3]([NH:18][C:19]3[CH:24]=[CH:23][CH:22]=[CH:21][C:20]=3[S:25]([NH:28][CH3:29])(=[O:27])=[O:26])[C:2]([Cl:1])=[CH:7][N:6]=2)[CH:14]=[CH:13][CH:12]=1. (7) Given the reactants [F:1][CH:2]([F:22])[C:3]([NH:5][CH2:6][CH2:7][C:8]1[C:16]2[C:11](=[CH:12][CH:13]=[C:14]([OH:17])[CH:15]=2)[NH:10][C:9]=1[C:18]([NH:20][CH3:21])=[O:19])=[O:4].Cl[CH2:24][C:25]#[N:26].C(#N)C.C(=O)([O-])[O-].[Cs+].[Cs+], predict the reaction product. The product is: [C:25]([CH2:24][O:17][C:14]1[CH:15]=[C:16]2[C:11](=[CH:12][CH:13]=1)[NH:10][C:9]([C:18]([NH:20][CH3:21])=[O:19])=[C:8]2[CH2:7][CH2:6][NH:5][C:3](=[O:4])[CH:2]([F:1])[F:22])#[N:26].